Dataset: Merck oncology drug combination screen with 23,052 pairs across 39 cell lines. Task: Regression. Given two drug SMILES strings and cell line genomic features, predict the synergy score measuring deviation from expected non-interaction effect. (1) Drug 1: CN(C)C(=N)N=C(N)N. Drug 2: CC(C)CC(NC(=O)C(Cc1ccccc1)NC(=O)c1cnccn1)B(O)O. Cell line: T47D. Synergy scores: synergy=-8.76. (2) Drug 1: CCC1(O)C(=O)OCc2c1cc1n(c2=O)Cc2cc3c(CN(C)C)c(O)ccc3nc2-1. Drug 2: CNC(=O)c1cc(Oc2ccc(NC(=O)Nc3ccc(Cl)c(C(F)(F)F)c3)cc2)ccn1. Cell line: NCIH23. Synergy scores: synergy=-2.99. (3) Drug 1: CC1CC2C3CCC4=CC(=O)C=CC4(C)C3(F)C(O)CC2(C)C1(O)C(=O)CO. Drug 2: NC1(c2ccc(-c3nc4ccn5c(=O)[nH]nc5c4cc3-c3ccccc3)cc2)CCC1. Cell line: T47D. Synergy scores: synergy=-10.1. (4) Drug 1: CC(=O)OC1C(=O)C2(C)C(O)CC3OCC3(OC(C)=O)C2C(OC(=O)c2ccccc2)C2(O)CC(OC(=O)C(O)C(NC(=O)c3ccccc3)c3ccccc3)C(C)=C1C2(C)C. Drug 2: COC1CC2CCC(C)C(O)(O2)C(=O)C(=O)N2CCCCC2C(=O)OC(C(C)CC2CCC(OP(C)(C)=O)C(OC)C2)CC(=O)C(C)C=C(C)C(O)C(OC)C(=O)C(C)CC(C)C=CC=CC=C1C. Cell line: UACC62. Synergy scores: synergy=16.9. (5) Drug 1: CS(=O)(=O)CCNCc1ccc(-c2ccc3ncnc(Nc4ccc(OCc5cccc(F)c5)c(Cl)c4)c3c2)o1. Drug 2: NC(=O)c1cccc2cn(-c3ccc(C4CCCNC4)cc3)nc12. Cell line: RKO. Synergy scores: synergy=14.1. (6) Drug 1: C#Cc1cccc(Nc2ncnc3cc(OCCOC)c(OCCOC)cc23)c1. Drug 2: O=C(NOCC(O)CO)c1ccc(F)c(F)c1Nc1ccc(I)cc1F. Cell line: PA1. Synergy scores: synergy=1.81.